From a dataset of Peptide-MHC class II binding affinity with 134,281 pairs from IEDB. Regression. Given a peptide amino acid sequence and an MHC pseudo amino acid sequence, predict their binding affinity value. This is MHC class II binding data. (1) The peptide sequence is GDNACKRTYSDRGWG. The MHC is DRB3_0202 with pseudo-sequence DRB3_0202. The binding affinity (normalized) is 0.606. (2) The peptide sequence is IIELFTAKGFTVQEM. The MHC is DRB1_0301 with pseudo-sequence DRB1_0301. The binding affinity (normalized) is 0.153. (3) The peptide sequence is KPNDFMPTFAKAMEK. The MHC is DRB1_1101 with pseudo-sequence DRB1_1101. The binding affinity (normalized) is 0.391. (4) The peptide sequence is DKFYDCLKNSADTISSYF. The MHC is DRB5_0101 with pseudo-sequence DRB5_0101. The binding affinity (normalized) is 0. (5) The peptide sequence is SYRLRFSKRDARRER. The MHC is DRB5_0101 with pseudo-sequence DRB5_0101. The binding affinity (normalized) is 0.652.